From a dataset of Reaction yield outcomes from USPTO patents with 853,638 reactions. Predict the reaction yield, written as a fraction of the theoretical maximum amount of product (1.0 means a 100% yield; for example, 0.34 means a 34% yield). The reactants are [Cl:1][C:2]1[NH:10][C:9]2[C:8](=[O:11])[NH:7][C:6](=[O:12])[N:5]([CH2:13][CH2:14][CH2:15][CH2:16][CH3:17])[C:4]=2[N:3]=1.[C:18]1([CH2:24][N:25]2[C:33]3[C:28](=[CH:29][C:30]([CH2:34]O)=[CH:31][CH:32]=3)[CH:27]=[CH:26]2)[CH:23]=[CH:22][CH:21]=[CH:20][CH:19]=1.C1(P(C2C=CC=CC=2)C2C=CC=CC=2)C=CC=CC=1.C1C=CC(COC(/N=N/C(OCC2C=CC=CC=2)=O)=O)=CC=1.N1CCOCC1. The catalyst is C1COCC1.CCOC(C)=O.C1C=CC([P]([Pd]([P](C2C=CC=CC=2)(C2C=CC=CC=2)C2C=CC=CC=2)([P](C2C=CC=CC=2)(C2C=CC=CC=2)C2C=CC=CC=2)[P](C2C=CC=CC=2)(C2C=CC=CC=2)C2C=CC=CC=2)(C2C=CC=CC=2)C2C=CC=CC=2)=CC=1. The product is [Cl:1][C:2]1[NH:10][C:9]2[C:8](=[O:11])[N:7]([CH2:34][C:30]3[CH:29]=[C:28]4[C:33](=[CH:32][CH:31]=3)[N:25]([CH2:24][C:18]3[CH:23]=[CH:22][CH:21]=[CH:20][CH:19]=3)[CH:26]=[CH:27]4)[C:6](=[O:12])[N:5]([CH2:13][CH2:14][CH2:15][CH2:16][CH3:17])[C:4]=2[N:3]=1. The yield is 0.170.